Dataset: Forward reaction prediction with 1.9M reactions from USPTO patents (1976-2016). Task: Predict the product of the given reaction. (1) Given the reactants C([O:4][C:5]1[CH:10]=[CH:9][C:8]([N:11]([C:26](=O)[CH3:27])[CH2:12][C:13]2[CH:18]=[CH:17][C:16]([O:19][CH2:20][CH2:21][CH2:22][CH2:23][CH3:24])=[CH:15][C:14]=2[Cl:25])=[C:7]([N+:29]([O-])=O)[CH:6]=1)(=O)C.C(O)(=O)C, predict the reaction product. The product is: [Cl:25][C:14]1[CH:15]=[C:16]([O:19][CH2:20][CH2:21][CH2:22][CH2:23][CH3:24])[CH:17]=[CH:18][C:13]=1[CH2:12][N:11]1[C:8]2[CH:9]=[CH:10][C:5]([OH:4])=[CH:6][C:7]=2[N:29]=[C:26]1[CH3:27]. (2) Given the reactants C[O:2][C:3](=O)[C@@H:4]([NH:13][C:14]([C:16]1[S:32][C:19]2=[N:20][C:21]3[CH2:22][CH2:23][CH:24]([C:28]([CH3:31])([CH3:30])[CH3:29])[CH2:25][C:26]=3[CH:27]=[C:18]2[CH:17]=1)=[O:15])[CH2:5][C:6]1[CH:11]=[CH:10][C:9]([OH:12])=[CH:8][CH:7]=1.[Cl-].[Cl-].[Ca+2].[BH4-].[Na+], predict the reaction product. The product is: [OH:2][CH2:3][C@@H:4]([NH:13][C:14]([C:16]1[S:32][C:19]2=[N:20][C:21]3[CH2:22][CH2:23][CH:24]([C:28]([CH3:30])([CH3:29])[CH3:31])[CH2:25][C:26]=3[CH:27]=[C:18]2[CH:17]=1)=[O:15])[CH2:5][C:6]1[CH:11]=[CH:10][C:9]([OH:12])=[CH:8][CH:7]=1.